Dataset: TCR-epitope binding with 47,182 pairs between 192 epitopes and 23,139 TCRs. Task: Binary Classification. Given a T-cell receptor sequence (or CDR3 region) and an epitope sequence, predict whether binding occurs between them. The epitope is FPPTSFGPL. The TCR CDR3 sequence is CASSFMNTEAFF. Result: 1 (the TCR binds to the epitope).